This data is from Experimentally validated miRNA-target interactions with 360,000+ pairs, plus equal number of negative samples. The task is: Binary Classification. Given a miRNA mature sequence and a target amino acid sequence, predict their likelihood of interaction. (1) The miRNA is hsa-miR-4673 with sequence UCCAGGCAGGAGCCGGACUGGA. The protein sequence of the target gene is MATPGPRDIPLLPGSPRRLSPQAGSRGGQGPKHGQQCLKMPGPRAPGLQGGSNRDPGQPCGGESTRSSSVINNYLDANEPVSLEARLSRMHFHDSQRKVDYVLAYHYRKRGVHLAQGFPGHSLAIVSNGETGKEPHAGGPGDIELGPLDALEEERKEQREEFEHNLMEAGLELEKDLENKSQGSIFVRIHAPWQVLAREAEFLKIKVPTKKEMYEIKAGGSIAKKFSAALQKLSSHLQPRVPEHSNNKMKNLSYPFSREKMYLYNIQEKDTFFDNATRSRIVHEILKRTACSRANNTMGI.... Result: 0 (no interaction). (2) The miRNA is hsa-miR-3171 with sequence AGAUGUAUGGAAUCUGUAUAUAUC. The protein sequence of the target gene is MPASAARPRPGPGQPTASPFPLLLLAVLSGPVSGRVPRSVPRTSLPISEADSCLTRFAVPHTYNYSVLLVDPASHTLYVGARDTIFALSLPFSGERPRRIDWMVPEAHRQNCRKKGKKEDECHNFVQILAIANASHLLTCGTFAFDPKCGVIDVSRFQQVERLESGRGKCPFEPAQRSAAVMAGGVLYAATVKNYLGTEPIITRAVGRAEDWIRTDTLPSWLNAPAFVAAVALSPAEWGDEDGDDEIYFFFTETSRAFDSYERIKVPRVARVCAGDLGGRKTLQQRWTTFLKADLLCPGP.... Result: 0 (no interaction). (3) The miRNA is rno-miR-27a-3p with sequence UUCACAGUGGCUAAGUUCCGC. The protein sequence of the target gene is MNEPLDYLANASDFPDYAAAFGNCTDENIPLKMHYLPVIYGIIFLVGFPGNAVVISTYIFKMRPWKSSTIIMLNLACTDLLYLTSLPFLIHYYASGENWIFGDFMCKFIRFSFHFNLYSSILFLTCFSIFRYCVIIHPMSCFSIHKTRCAVVACAVVWIISLVAVIPMTFLITSTNRTNRSACLDLTSSDELNTIKWYNLILTATTFCLPLVIVTLCYTTIIHTLTHGLQTDSCLKQKARRLTILLLLAFYVCFLPFHILRVIRIESRLLSISCSIENQIHEAYIVSRPLAALNTFGNLL.... Result: 0 (no interaction). (4) The miRNA is mmu-miR-696 with sequence GCGUGUGCUUGCUGUGGG. The protein sequence of the target gene is MMAAAPIQQNGTHTGVPIDLDPPDSRKRPLEAPPEAGSTKRTNTGEDGQYFLKVLIPSYAAGSIIGKGGQTIVQLQKETGATIKLSKSKDFYPGTTERVCLIQGTIEALNAVHGFIAEKIREMPQNVAKTEPVSILQPQTTVNPDRIKQTLPSSPTTTKSSPSDPMTTSRANQVKIIVPNSTAGLIIGKGGATVKAIMEQSGAWVQLSQKPDGINLQERVVTVSGEPEQNRKAVELIIQKIQEDPQSGSCLNISYANVTGPVANSNPTGSPYANTAEVLPTAAAAAGLLGHANLAGVAAF.... Result: 0 (no interaction). (5) The miRNA is hsa-miR-1256 with sequence AGGCAUUGACUUCUCACUAGCU. The protein sequence of the target gene is MPRYYEDKPEGGACAGVKEDLGACLLQSACVLQEGKSPRQCLKEGNCRALQYSFFECKRSMLDARSRFRGRKGY. Result: 0 (no interaction).